Dataset: Catalyst prediction with 721,799 reactions and 888 catalyst types from USPTO. Task: Predict which catalyst facilitates the given reaction. (1) Reactant: [CH3:1][C@@H:2]1[CH2:7][N:6]([C:8]2[CH:17]=[CH:16][CH:15]=[C:14]3[C:9]=2[CH:10]=[CH:11][C:12]([CH3:18])=[N:13]3)[CH2:5][CH2:4][N:3]1[CH2:19][CH2:20][C:21]1[CH:30]=[CH:29][CH:28]=[C:27]2[C:22]=1[CH:23]=[CH:24][C:25]1[N:26]2[CH:31]=[N:32][C:33]=1[C:34]([O:36]CC)=O.[OH-].[K+].[ClH:41].Cl.CC1C=CC2C(=CC=CC=2N2CCN(CCC3C4OCC5=C(C(N)=O)N=CN5C=4C=CC=3)CC2)[N:45]=1. Product: [ClH:41].[ClH:41].[CH3:1][C@@H:2]1[CH2:7][N:6]([C:8]2[CH:17]=[CH:16][CH:15]=[C:14]3[C:9]=2[CH:10]=[CH:11][C:12]([CH3:18])=[N:13]3)[CH2:5][CH2:4][N:3]1[CH2:19][CH2:20][C:21]1[CH:30]=[CH:29][CH:28]=[C:27]2[C:22]=1[CH:23]=[CH:24][C:25]1[N:26]2[CH:31]=[N:32][C:33]=1[C:34]([NH2:45])=[O:36]. The catalyst class is: 5. (2) Reactant: [NH2:1][C:2]1[CH:7]=[CH:6][C:5]([I:8])=[CH:4][N:3]=1.Br[CH2:10][C:11]([C:13]1[CH:18]=[CH:17][C:16]([C:19]2[O:20][CH2:21][CH2:22][N:23]=2)=[CH:15][CH:14]=1)=O.C(=O)([O-])O.[Na+].ClCCl.CO. Product: [I:8][C:5]1[CH:6]=[CH:7][C:2]2[N:3]([CH:10]=[C:11]([C:13]3[CH:14]=[CH:15][C:16]([C:19]4[O:20][CH2:21][CH2:22][N:23]=4)=[CH:17][CH:18]=3)[N:1]=2)[CH:4]=1. The catalyst class is: 8. (3) Reactant: [CH3:1][N:2]1[C:14]2[CH2:13][CH2:12][CH:11]([CH:15]3[CH2:20][CH2:19][O:18][CH2:17][CH2:16]3)[CH2:10][C:9]=2[C:8]2[C:3]1=[CH:4][CH:5]=[C:6]([C:21]([OH:23])=O)[CH:7]=2.CN(C(ON1N=NC2C=CC=NC1=2)=[N+](C)C)C.F[P-](F)(F)(F)(F)F.Cl.[CH2:49]([NH:51][CH2:52][C:53]([NH:55][CH2:56][CH2:57][F:58])=[O:54])[CH3:50].C(N(CC)C(C)C)(C)C. Product: [CH2:49]([N:51]([CH2:52][C:53]([NH:55][CH2:56][CH2:57][F:58])=[O:54])[C:21]([C:6]1[CH:7]=[C:8]2[C:3](=[CH:4][CH:5]=1)[N:2]([CH3:1])[C:14]1[CH2:13][CH2:12][CH:11]([CH:15]3[CH2:20][CH2:19][O:18][CH2:17][CH2:16]3)[CH2:10][C:9]2=1)=[O:23])[CH3:50]. The catalyst class is: 3. (4) Reactant: FC(F)(F)S(O[C:7]1[CH:16]=[CH:15][C:14]2[C:9](=[CH:10][CH:11]=[CH:12][N:13]=2)[N:8]=1)(=O)=O.Cl.[NH2:20][C@H:21]1[CH2:24][C@H:23]([N:25]2[C:29]3[N:30]=[CH:31][N:32]=[CH:33][C:28]=3[C:27]([CH3:35])([CH3:34])[C:26]2=[O:36])[CH2:22]1.C(N(CC)C(C)C)(C)C. Product: [N:8]1[C:9]2[C:14](=[N:13][CH:12]=[CH:11][CH:10]=2)[CH:15]=[CH:16][C:7]=1[NH:20][C@H:21]1[CH2:24][C@H:23]([N:25]2[C:29]3[N:30]=[CH:31][N:32]=[CH:33][C:28]=3[C:27]([CH3:34])([CH3:35])[C:26]2=[O:36])[CH2:22]1. The catalyst class is: 58. (5) Product: [CH:17]([C:13]1[C:12]([OH:19])=[CH:11][CH:10]=[C:9]2[C:14]=1[CH:15]=[CH:16][C:7]([CH:6]=[CH:5][C:4]([OH:20])=[O:3])=[CH:8]2)=[O:18]. Reactant: C([O:3][C:4](=[O:20])[CH:5]=[CH:6][C:7]1[CH:16]=[CH:15][C:14]2[C:9](=[CH:10][CH:11]=[C:12]([OH:19])[C:13]=2[CH:17]=[O:18])[CH:8]=1)C. The catalyst class is: 758. (6) Reactant: [F:1][C:2]1[CH:3]=[C:4]2[C:8](=[CH:9][CH:10]=1)[NH:7][C:6](=[O:11])[C:5]2=[N:12][N:13]=[CH:14][C:15]1[NH:19][C:18]([CH3:20])=[C:17]([C:21](O)=[O:22])[C:16]=1[CH3:24].Cl.C(N=C=NCCCN(C)C)C.OC1C2N=NNC=2C=CC=1.C(N(CC)CC)C.Cl.[CH3:55][O:56][C:57](=[O:64])[CH2:58][CH2:59][CH2:60][CH2:61][CH2:62][NH2:63]. Product: [CH3:55][O:56][C:57](=[O:64])[CH2:58][CH2:59][CH2:60][CH2:61][CH2:62][NH:63][C:21]([C:17]1[C:16]([CH3:24])=[C:15]([CH:14]=[N:13][N:12]=[C:5]2[C:4]3[C:8](=[CH:9][CH:10]=[C:2]([F:1])[CH:3]=3)[NH:7][C:6]2=[O:11])[NH:19][C:18]=1[CH3:20])=[O:22]. The catalyst class is: 650. (7) Reactant: [Cl:1][C:2]1[N:10]=[C:9]2[C:5]([N:6]=[CH:7][N:8]2[CH:11]2[CH2:16][CH2:15][CH2:14][CH2:13][O:12]2)=[C:4]([N:17]2[CH2:22][CH2:21][O:20][CH2:19][CH2:18]2)[N:3]=1.C([Li])CCC.CCCCCC.[CH3:34][C:35](=[O:38])[CH2:36][CH3:37]. Product: [Cl:1][C:2]1[N:10]=[C:9]2[C:5]([N:6]=[C:7]([C:35]([OH:38])([CH2:36][CH3:37])[CH3:34])[N:8]2[CH:11]2[CH2:16][CH2:15][CH2:14][CH2:13][O:12]2)=[C:4]([N:17]2[CH2:22][CH2:21][O:20][CH2:19][CH2:18]2)[N:3]=1. The catalyst class is: 1. (8) Reactant: [NH2:1][C:2]1[CH:3]=[CH:4][C:5]([C:8]([O:10][CH3:11])=[O:9])=[N:6][CH:7]=1.C(=O)([O-])[O-].[Cs+].[Cs+].FC(F)(F)S(O[CH2:24][C:25]([F:28])([F:27])[F:26])(=O)=O. Product: [CH3:11][O:10][C:8]([C:5]1[CH:4]=[CH:3][C:2]([NH:1][CH2:24][C:25]([F:28])([F:27])[F:26])=[CH:7][N:6]=1)=[O:9]. The catalyst class is: 31. (9) Reactant: Cl[C:2]1[N:7]=[C:6]([C:8]([F:11])([F:10])[F:9])[C:5]([C:12]([N:14]2[CH2:19][CH2:18][O:17][CH2:16][CH2:15]2)=[O:13])=[CH:4][N:3]=1.[NH:20]1[C:29]2[C:24](=[CH:25][C:26]([C:30]([O:32][CH3:33])=[O:31])=[CH:27][CH:28]=2)[CH2:23][CH2:22][CH2:21]1.C1C=CC(P(C2C=CC3C(=CC=CC=3)C=2C2C3C(=CC=CC=3)C=CC=2P(C2C=CC=CC=2)C2C=CC=CC=2)C2C=CC=CC=2)=CC=1.C(=O)([O-])[O-].[Cs+].[Cs+]. Product: [N:14]1([C:12]([C:5]2[C:6]([C:8]([F:11])([F:10])[F:9])=[N:7][C:2]([N:20]3[C:29]4[C:24](=[CH:25][C:26]([C:30]([O:32][CH3:33])=[O:31])=[CH:27][CH:28]=4)[CH2:23][CH2:22][CH2:21]3)=[N:3][CH:4]=2)=[O:13])[CH2:19][CH2:18][O:17][CH2:16][CH2:15]1. The catalyst class is: 720.